Predict the product of the given reaction. From a dataset of Forward reaction prediction with 1.9M reactions from USPTO patents (1976-2016). (1) Given the reactants O.O.[Sn](Cl)(Cl)(Cl)Cl.Cl.[CH3:9][C:10]1[CH:11]=[C:12]([CH:30]=[CH:31][C:32]=1[N+:33]([O-])=O)[CH2:13][N:14]1[C:18]([C:19]([F:22])([F:21])[F:20])=[N:17][C:16]([C:23]([F:29])([F:28])[C:24]([F:27])([F:26])[F:25])=[N:15]1.[OH-].[Na+], predict the reaction product. The product is: [CH3:9][C:10]1[CH:11]=[C:12]([CH2:13][N:14]2[C:18]([C:19]([F:20])([F:21])[F:22])=[N:17][C:16]([C:23]([F:29])([F:28])[C:24]([F:25])([F:26])[F:27])=[N:15]2)[CH:30]=[CH:31][C:32]=1[NH2:33]. (2) Given the reactants [C:1]([NH:11][CH:12]([CH2:15][OH:16])[CH2:13][OH:14])([O:3][CH2:4][C:5]1[CH:10]=[CH:9][CH:8]=[CH:7][CH:6]=1)=[O:2].CC(OI1(OC(C)=O)(OC(C)=O)OC(=O)C2C=CC=CC1=2)=O, predict the reaction product. The product is: [C:1]([NH:11][C@H:12]([CH:13]=[O:14])[CH2:15][OH:16])([O:3][CH2:4][C:5]1[CH:10]=[CH:9][CH:8]=[CH:7][CH:6]=1)=[O:2]. (3) Given the reactants [F:1][C:2]1[CH:16]=[CH:15][C:5]([CH2:6][NH:7]C(=O)OC(C)(C)C)=[C:4]([C:17](=[O:20])[NH:18][CH3:19])[CH:3]=1.[C:21]([C:25]([OH:27])=[O:26])([F:24])([F:23])[F:22], predict the reaction product. The product is: [F:22][C:21]([F:24])([F:23])[C:25]([OH:27])=[O:26].[NH2:7][CH2:6][C:5]1[CH:15]=[CH:16][C:2]([F:1])=[CH:3][C:4]=1[C:17]([NH:18][CH3:19])=[O:20]. (4) Given the reactants [N+:1]([O-:4])([OH:3])=[O:2].[Cl:5][C:6]1(Cl)[N:10]([CH3:11])[CH2:9][CH2:8][N:7]1[CH3:12], predict the reaction product. The product is: [N+:1]([O-:4])([O-:3])=[O:2].[CH3:12][NH+:7]1[CH2:8][CH2:9][N:10]([CH3:11])[CH:6]1[Cl:5]. (5) Given the reactants C([O:3][C:4]([C@H:6]1[C@H:10]([CH2:11][C@H:12]([O:16][C:17]2[CH:22]=[CH:21][C:20]([O:23][CH3:24])=[C:19]([O:25][CH2:26][CH2:27][CH2:28][O:29][CH3:30])[CH:18]=2)[CH:13]([CH3:15])[CH3:14])[CH2:9][N:8]([C:31]([O:33][C:34]([CH3:37])([CH3:36])[CH3:35])=[O:32])[CH2:7]1)=O)C.[Li+].[BH4-].[OH-].[Na+], predict the reaction product. The product is: [C:34]([O:33][C:31]([N:8]1[CH2:9][C@@H:10]([CH2:11][C@H:12]([O:16][C:17]2[CH:22]=[CH:21][C:20]([O:23][CH3:24])=[C:19]([O:25][CH2:26][CH2:27][CH2:28][O:29][CH3:30])[CH:18]=2)[CH:13]([CH3:15])[CH3:14])[C@H:6]([CH2:4][OH:3])[CH2:7]1)=[O:32])([CH3:35])([CH3:37])[CH3:36]. (6) Given the reactants [Cl:1][C:2]1[CH:3]=[C:4]([CH:24]=[CH:25][C:26]=1[NH:27][C:28]([NH:30][CH:31]1[CH2:33][CH2:32]1)=[O:29])[O:5][C:6]1[C:15]2[C:10](=[CH:11][C:12]([O:19][CH2:20][CH2:21][O:22][CH3:23])=[C:13]([C:16]([OH:18])=O)[CH:14]=2)[N:9]=[CH:8][CH:7]=1.[CH3:34][O:35][CH2:36][CH2:37][NH2:38].F[P-](F)(F)(F)(F)F.N1(O[P+](N(C)C)(N(C)C)N(C)C)C2C=CC=CC=2N=N1.C(N(CC)CC)C, predict the reaction product. The product is: [CH3:34][O:35][CH2:36][CH2:37][NH:38][C:16]([C:13]1[CH:14]=[C:15]2[C:10](=[CH:11][C:12]=1[O:19][CH2:20][CH2:21][O:22][CH3:23])[N:9]=[CH:8][CH:7]=[C:6]2[O:5][C:4]1[CH:24]=[CH:25][C:26]([NH:27][C:28]([NH:30][CH:31]2[CH2:32][CH2:33]2)=[O:29])=[C:2]([Cl:1])[CH:3]=1)=[O:18]. (7) The product is: [Cl:1][C:2]1[CH:9]=[C:8]([N:10]([CH2:16][C:17]2[CH:22]=[CH:21][CH:20]=[CH:19][C:18]=2[Cl:23])[C@H:11]2[CH2:15][CH2:14][N:13]([S:34]([C:31]3[CH:32]=[CH:33][C:28]([NH:27][C:24](=[O:26])[CH3:25])=[CH:29][C:30]=3[CH3:38])(=[O:36])=[O:35])[CH2:12]2)[CH:7]=[CH:6][C:3]=1[C:4]#[N:5]. Given the reactants [Cl:1][C:2]1[CH:9]=[C:8]([N:10]([CH2:16][C:17]2[CH:22]=[CH:21][CH:20]=[CH:19][C:18]=2[Cl:23])[C@H:11]2[CH2:15][CH2:14][NH:13][CH2:12]2)[CH:7]=[CH:6][C:3]=1[C:4]#[N:5].[C:24]([NH:27][C:28]1[CH:33]=[CH:32][C:31]([S:34](Cl)(=[O:36])=[O:35])=[C:30]([CH3:38])[CH:29]=1)(=[O:26])[CH3:25], predict the reaction product. (8) Given the reactants [O:1]=[C:2]1[N:8]([CH:9]2[CH2:14][CH2:13][N:12]([C:15]([O:17][C@@H:18]([C:36]([OH:38])=O)[CH2:19][C:20]3[CH:25]=[C:24]([CH3:26])[C:23]([O:27][CH2:28][C:29]4[CH:34]=[CH:33][CH:32]=[CH:31][CH:30]=4)=[C:22]([CH3:35])[CH:21]=3)=[O:16])[CH2:11][CH2:10]2)[CH2:7][CH2:6][C:5]2[CH:39]=[CH:40][CH:41]=[CH:42][C:4]=2[NH:3]1.CN(C(ON1N=NC2C=CC=CC1=2)=[N+](C)C)C.[B-](F)(F)(F)F.C(N(CC)CC)C.[CH2:72]([N:79]1[CH2:84][CH2:83][NH:82][CH2:81][CH2:80]1)[C:73]1[CH:78]=[CH:77][CH:76]=[CH:75][CH:74]=1, predict the reaction product. The product is: [O:1]=[C:2]1[N:8]([CH:9]2[CH2:10][CH2:11][N:12]([C:15]([O:17][C@H:18]([CH2:19][C:20]3[CH:21]=[C:22]([CH3:35])[C:23]([O:27][CH2:28][C:29]4[CH:34]=[CH:33][CH:32]=[CH:31][CH:30]=4)=[C:24]([CH3:26])[CH:25]=3)[C:36]([N:82]3[CH2:83][CH2:84][N:79]([CH2:72][C:73]4[CH:74]=[CH:75][CH:76]=[CH:77][CH:78]=4)[CH2:80][CH2:81]3)=[O:38])=[O:16])[CH2:13][CH2:14]2)[CH2:7][CH2:6][C:5]2[CH:39]=[CH:40][CH:41]=[CH:42][C:4]=2[NH:3]1. (9) Given the reactants [NH2:1][C:2]1[CH:3]=[C:4]([CH:14]=[CH:15][CH:16]=1)[O:5][C:6]1[CH:11]=[CH:10][N:9]=[C:8]([C:12]#[N:13])[CH:7]=1.Cl.[NH2:18][OH:19].C(=O)([O-])[O-].[Na+].[Na+].C(O)C, predict the reaction product. The product is: [NH2:1][C:2]1[CH:3]=[C:4]([CH:14]=[CH:15][CH:16]=1)[O:5][C:6]1[CH:11]=[CH:10][N:9]=[C:8]([C:12]([NH:18][OH:19])=[NH:13])[CH:7]=1. (10) Given the reactants [CH2:1]1[C:5]2=[C:6]3[C:10](=[CH:11][CH:12]=[C:4]2[NH:3][CH2:2]1)[NH:9][C:8]([C:13]([O:15][CH3:16])=[O:14])=[CH:7]3.C(N(C(C)C)CC)(C)C.[CH3:26][C:27]([O:30][C:31](O[C:31]([O:30][C:27]([CH3:29])([CH3:28])[CH3:26])=[O:32])=[O:32])([CH3:29])[CH3:28], predict the reaction product. The product is: [C:27]([O:30][C:31]([N:3]1[C:4]2[C:5](=[C:6]3[C:10](=[CH:11][CH:12]=2)[NH:9][C:8]([C:13]([O:15][CH3:16])=[O:14])=[CH:7]3)[CH2:1][CH2:2]1)=[O:32])([CH3:29])([CH3:28])[CH3:26].